From a dataset of Catalyst prediction with 721,799 reactions and 888 catalyst types from USPTO. Predict which catalyst facilitates the given reaction. Reactant: Br[C:2]1[C:3]2[N:4]([CH:9]=[CH:10][N:11]=2)[N:5]=[C:6]([Cl:8])[CH:7]=1.[NH2:12][C:13]1[N:18]=[CH:17][C:16]([C:19]([N:21]2[CH2:26][CH2:25][O:24][CH2:23][CH2:22]2)=[O:20])=[CH:15][CH:14]=1.[H-].[Na+]. Product: [Cl:8][C:6]1[CH:7]=[C:2]([NH:12][C:13]2[N:18]=[CH:17][C:16]([C:19]([N:21]3[CH2:26][CH2:25][O:24][CH2:23][CH2:22]3)=[O:20])=[CH:15][CH:14]=2)[C:3]2[N:4]([CH:9]=[CH:10][N:11]=2)[N:5]=1. The catalyst class is: 3.